Dataset: Full USPTO retrosynthesis dataset with 1.9M reactions from patents (1976-2016). Task: Predict the reactants needed to synthesize the given product. (1) Given the product [CH2:17]([O:24][C:25]1[C:30]([C:31]([O:33][CH3:34])=[O:32])=[CH:29][C:28]([Br:1])=[C:27]([C:35]2[CH:40]=[CH:39][C:38]([F:41])=[CH:37][C:36]=2[F:42])[CH:26]=1)[C:18]1[CH:19]=[CH:20][CH:21]=[CH:22][CH:23]=1, predict the reactants needed to synthesize it. The reactants are: [Br:1]N1C(=O)NC(=O)N(Br)C1=O.CN(C=O)C.[CH2:17]([O:24][C:25]1[CH:26]=[C:27]([C:35]2[CH:40]=[CH:39][C:38]([F:41])=[CH:37][C:36]=2[F:42])[CH:28]=[CH:29][C:30]=1[C:31]([O:33][CH3:34])=[O:32])[C:18]1[CH:23]=[CH:22][CH:21]=[CH:20][CH:19]=1. (2) Given the product [C:33]([CH2:32][N:15]([C@@H:11]1[CH2:12][CH2:13][CH2:14][C@@H:9]([NH:8][C:6]2[C:5]([Cl:20])=[CH:4][N:3]=[C:2]([Cl:1])[N:7]=2)[CH2:10]1)[S:16]([CH3:19])(=[O:18])=[O:17])#[N:34], predict the reactants needed to synthesize it. The reactants are: [Cl:1][C:2]1[N:7]=[C:6]([NH:8][C@@H:9]2[CH2:14][CH2:13][CH2:12][C@@H:11]([NH:15][S:16]([CH3:19])(=[O:18])=[O:17])[CH2:10]2)[C:5]([Cl:20])=[CH:4][N:3]=1.CC(C)=O.C(=O)([O-])[O-].[Cs+].[Cs+].Br[CH2:32][C:33]#[N:34]. (3) The reactants are: [F:1][C:2]1[CH:3]=[C:4]2[C:9](=[CH:10][CH:11]=1)[N:8]=[C:7]([NH:12][C@H:13]1[CH2:17][CH2:16][C@H:15]([NH2:18])[CH2:14]1)[CH:6]=[C:5]2[CH3:19].[N:20]1[CH:21]=[C:22]([CH:29]=O)[N:23]2[CH:28]=[CH:27][CH:26]=[CH:25][C:24]=12.C(O[BH-](OC(=O)C)OC(=O)C)(=O)C.[Na+].[BH4-].[Na+].Cl.[OH-].[Na+]. Given the product [F:1][C:2]1[CH:3]=[C:4]2[C:9](=[CH:10][CH:11]=1)[N:8]=[C:7]([NH:12][C@H:13]1[CH2:17][CH2:16][C@H:15]([NH:18][CH2:29][C:22]3[N:23]4[CH:28]=[CH:27][CH:26]=[CH:25][C:24]4=[N:20][CH:21]=3)[CH2:14]1)[CH:6]=[C:5]2[CH3:19], predict the reactants needed to synthesize it. (4) Given the product [Br:1][C:2]1[N:3]([CH:21]([CH3:23])[CH3:22])[C:4]([CH:12]([C:14]2[CH:19]=[CH:18][C:17]([Cl:20])=[CH:16][CH:15]=2)[NH:32][C:30]2[CH:31]=[C:26]([O:25][CH3:24])[C:27]3[N:28]([C:33]([CH3:36])=[N:34][N:35]=3)[CH:29]=2)=[C:5]([C:7]([O:9][CH2:10][CH3:11])=[O:8])[N:6]=1, predict the reactants needed to synthesize it. The reactants are: [Br:1][C:2]1[N:3]([CH:21]([CH3:23])[CH3:22])[C:4]([CH:12]([C:14]2[CH:19]=[CH:18][C:17]([Cl:20])=[CH:16][CH:15]=2)O)=[C:5]([C:7]([O:9][CH2:10][CH3:11])=[O:8])[N:6]=1.[CH3:24][O:25][C:26]1[C:27]2[N:28]([C:33]([CH3:36])=[N:34][N:35]=2)[CH:29]=[C:30]([NH2:32])[CH:31]=1. (5) Given the product [F:1][C:2]1[CH:3]=[C:4]([S:20]([NH:23][C:29]2[CH:30]=[C:25]([F:24])[N:26]=[CH:27][N:28]=2)(=[O:21])=[O:22])[CH:5]=[CH:6][C:7]=1[O:8][C@H:9]1[CH2:13][CH2:12][CH2:11][C@@H:10]1[C:14]1[N:18]([CH3:19])[N:17]=[CH:16][CH:15]=1, predict the reactants needed to synthesize it. The reactants are: [F:1][C:2]1[CH:3]=[C:4]([S:20]([NH2:23])(=[O:22])=[O:21])[CH:5]=[CH:6][C:7]=1[O:8][C@H:9]1[CH2:13][CH2:12][CH2:11][C@@H:10]1[C:14]1[N:18]([CH3:19])[N:17]=[CH:16][CH:15]=1.[F:24][C:25]1[CH:30]=[C:29](F)[N:28]=[CH:27][N:26]=1.C(=O)([O-])[O-].[K+].[K+]. (6) Given the product [N:13]1([C@H:11]2[CH2:12][C@H:9]([C:7]3[S:8][C:4]4[CH:3]=[C:2]([N:66]5[CH2:67][CH2:68][CH:64]([CH3:63])[C:65]5=[O:69])[CH:20]=[CH:19][C:5]=4[N:6]=3)[CH2:10]2)[CH2:18][CH2:17][CH2:16][CH2:15][CH2:14]1, predict the reactants needed to synthesize it. The reactants are: Br[C:2]1[CH:20]=[CH:19][C:5]2[N:6]=[C:7]([C@H:9]3[CH2:12][C@H:11]([N:13]4[CH2:18][CH2:17][CH2:16][CH2:15][CH2:14]4)[CH2:10]3)[S:8][C:4]=2[CH:3]=1.CC1(C)C2C(=C(P(C3C=CC=CC=3)C3C=CC=CC=3)C=CC=2)OC2C(P(C3C=CC=CC=3)C3C=CC=CC=3)=CC=CC1=2.[CH3:63][CH:64]1[CH2:68][CH2:67][NH:66][C:65]1=[O:69].[Al].